This data is from NCI-60 drug combinations with 297,098 pairs across 59 cell lines. The task is: Regression. Given two drug SMILES strings and cell line genomic features, predict the synergy score measuring deviation from expected non-interaction effect. (1) Drug 1: CC(CN1CC(=O)NC(=O)C1)N2CC(=O)NC(=O)C2. Drug 2: CC(C)(C#N)C1=CC(=CC(=C1)CN2C=NC=N2)C(C)(C)C#N. Cell line: SF-295. Synergy scores: CSS=27.7, Synergy_ZIP=-4.73, Synergy_Bliss=-3.59, Synergy_Loewe=-1.15, Synergy_HSA=-1.17. (2) Drug 1: C1CN1P(=S)(N2CC2)N3CC3. Drug 2: C1CC(=O)NC(=O)C1N2C(=O)C3=CC=CC=C3C2=O. Cell line: HCT-15. Synergy scores: CSS=2.53, Synergy_ZIP=-3.27, Synergy_Bliss=-1.78, Synergy_Loewe=-13.0, Synergy_HSA=-4.77. (3) Drug 1: C1=CN(C(=O)N=C1N)C2C(C(C(O2)CO)O)O.Cl. Drug 2: CC1CCC2CC(C(=CC=CC=CC(CC(C(=O)C(C(C(=CC(C(=O)CC(OC(=O)C3CCCCN3C(=O)C(=O)C1(O2)O)C(C)CC4CCC(C(C4)OC)O)C)C)O)OC)C)C)C)OC. Cell line: A549. Synergy scores: CSS=24.6, Synergy_ZIP=0.107, Synergy_Bliss=0.618, Synergy_Loewe=-7.84, Synergy_HSA=-1.92. (4) Drug 1: C1C(C(OC1N2C=C(C(=O)NC2=O)F)CO)O. Drug 2: C1CC(C1)(C(=O)O)C(=O)O.[NH2-].[NH2-].[Pt+2]. Cell line: A549. Synergy scores: CSS=59.8, Synergy_ZIP=-10.1, Synergy_Bliss=-7.65, Synergy_Loewe=-4.41, Synergy_HSA=-1.06. (5) Drug 1: CN1CCC(CC1)COC2=C(C=C3C(=C2)N=CN=C3NC4=C(C=C(C=C4)Br)F)OC. Drug 2: C1=CC(=CC=C1CC(C(=O)O)N)N(CCCl)CCCl.Cl. Cell line: OVCAR-5. Synergy scores: CSS=23.1, Synergy_ZIP=-2.86, Synergy_Bliss=3.50, Synergy_Loewe=-3.82, Synergy_HSA=1.15. (6) Drug 1: CCC1=CC2CC(C3=C(CN(C2)C1)C4=CC=CC=C4N3)(C5=C(C=C6C(=C5)C78CCN9C7C(C=CC9)(C(C(C8N6C)(C(=O)OC)O)OC(=O)C)CC)OC)C(=O)OC.C(C(C(=O)O)O)(C(=O)O)O. Drug 2: C1=C(C(=O)NC(=O)N1)N(CCCl)CCCl. Cell line: MDA-MB-231. Synergy scores: CSS=36.4, Synergy_ZIP=-14.3, Synergy_Bliss=-5.96, Synergy_Loewe=-15.8, Synergy_HSA=-1.43. (7) Drug 1: CC1C(C(CC(O1)OC2CC(OC(C2O)C)OC3=CC4=CC5=C(C(=O)C(C(C5)C(C(=O)C(C(C)O)O)OC)OC6CC(C(C(O6)C)O)OC7CC(C(C(O7)C)O)OC8CC(C(C(O8)C)O)(C)O)C(=C4C(=C3C)O)O)O)O. Drug 2: N.N.Cl[Pt+2]Cl. Cell line: SF-268. Synergy scores: CSS=72.0, Synergy_ZIP=-2.56, Synergy_Bliss=-3.51, Synergy_Loewe=-2.36, Synergy_HSA=-0.0901. (8) Drug 1: CC1=CC=C(C=C1)C2=CC(=NN2C3=CC=C(C=C3)S(=O)(=O)N)C(F)(F)F. Drug 2: CC1=C(C(CCC1)(C)C)C=CC(=CC=CC(=CC(=O)O)C)C. Cell line: SNB-75. Synergy scores: CSS=1.60, Synergy_ZIP=4.31, Synergy_Bliss=-1.18, Synergy_Loewe=-1.39, Synergy_HSA=-0.764.